From a dataset of Catalyst prediction with 721,799 reactions and 888 catalyst types from USPTO. Predict which catalyst facilitates the given reaction. (1) Reactant: C(O)(=O)C.[N+:5]([O-:8])(O)=[O:6].[CH2:9]([S:12][C:13]1[N:18]=[C:17]([OH:19])[CH:16]=[C:15]([OH:20])[N:14]=1)[CH2:10][CH3:11]. Product: [N+:5]([C:16]1[C:15]([OH:20])=[N:14][C:13]([S:12][CH2:9][CH2:10][CH3:11])=[N:18][C:17]=1[OH:19])([O-:8])=[O:6]. The catalyst class is: 6. (2) Product: [F:42][C:39]1[CH:38]=[CH:37][C:36]([CH:30]2[C:29]3([CH2:43][CH2:44][CH2:45][N:27]([C:25](=[O:26])[C@H:24]([NH:23][C:10](=[O:11])[C:9]([N:14]([CH3:15])[C:16](=[O:17])[O:18][C:19]([CH3:21])([CH3:20])[CH3:22])([CH3:13])[CH3:8])[CH2:46][O:47][CH2:48][C:49]4[CH:54]=[CH:53][C:52]([CH3:55])=[CH:51][CH:50]=4)[CH2:28]3)[C:33](=[O:34])[N:32]([CH3:35])[CH2:31]2)=[CH:41][CH:40]=1. Reactant: O=C1CCC(=O)N1[CH2:8][C:9]([N:14]([C:16]([O:18][C:19]([CH3:22])([CH3:21])[CH3:20])=[O:17])[CH3:15])([CH3:13])[C:10]([O-])=[O:11].[NH2:23][C@H:24]([CH2:46][O:47][CH2:48][C:49]1[CH:54]=[CH:53][C:52]([CH3:55])=[CH:51][CH:50]=1)[C:25]([N:27]1[CH2:45][CH2:44][CH2:43][C:29]2([C:33](=[O:34])[N:32]([CH3:35])[CH2:31][CH:30]2[C:36]2[CH:41]=[CH:40][C:39]([F:42])=[CH:38][CH:37]=2)[CH2:28]1)=[O:26].CCN(C(C)C)C(C)C. The catalyst class is: 20. (3) Reactant: [Cl:1]N1C(=O)CCC1=O.[NH2:9][C:10]1[C:11]2[N:12]([C:16]([C@@H:20]3[CH2:28][CH2:27][C@@H:26]4[N:22]([C:23](=[O:29])[CH2:24][CH2:25]4)[CH2:21]3)=[N:17][C:18]=2[Br:19])[CH:13]=[CH:14][N:15]=1. Product: [NH2:9][C:10]1[C:11]2[N:12]([C:16]([C@@H:20]3[CH2:28][CH2:27][C@@H:26]4[N:22]([C:23](=[O:29])[CH2:24][CH2:25]4)[CH2:21]3)=[N:17][C:18]=2[Br:19])[C:13]([Cl:1])=[CH:14][N:15]=1. The catalyst class is: 15. (4) Reactant: [NH2:1][C:2]1[CH:11]=[CH:10][C:5]([C:6]([O:8][CH3:9])=[O:7])=[CH:4][C:3]=1[C:12]([O-:14])=O.[CH2:15]([N:22]=[C:23]=[S:24])[C:16]1[CH:21]=[CH:20][CH:19]=[CH:18][CH:17]=1.N1C=CC=CC=1. Product: [CH2:15]([N:22]1[C:12](=[O:14])[C:3]2[C:2](=[CH:11][CH:10]=[C:5]([C:6]([O:8][CH3:9])=[O:7])[CH:4]=2)[NH:1][C:23]1=[S:24])[C:16]1[CH:21]=[CH:20][CH:19]=[CH:18][CH:17]=1. The catalyst class is: 15. (5) Reactant: Br[C:2]1[CH:7]=[CH:6][C:5]([C@@H:8]([N:10]2[CH2:15][CH2:14][C@:13]([CH2:22][C:23]([OH:26])([CH3:25])[CH3:24])([C:16]3[CH:21]=[CH:20][CH:19]=[CH:18][CH:17]=3)[O:12][C:11]2=[O:27])[CH3:9])=[CH:4][CH:3]=1.[CH3:28][O:29][C:30]1[CH:35]=[C:34](B2OC(C)(C)C(C)(C)O2)[CH:33]=[CH:32][N:31]=1. Product: [OH:26][C:23]([CH3:25])([CH3:24])[CH2:22][C@@:13]1([C:16]2[CH:21]=[CH:20][CH:19]=[CH:18][CH:17]=2)[O:12][C:11](=[O:27])[N:10]([C@H:8]([C:5]2[CH:6]=[CH:7][C:2]([C:34]3[CH:33]=[CH:32][N:31]=[C:30]([O:29][CH3:28])[CH:35]=3)=[CH:3][CH:4]=2)[CH3:9])[CH2:15][CH2:14]1. The catalyst class is: 140. (6) Product: [CH3:20][O:19][C:16]1[N:15]=[CH:14][C:13]([NH:12][C:9]2[C:8]([C:21]3[N:29]=[C:28]([CH3:30])[N:27]=[C:26]4[C:22]=3[N:23]=[CH:24][N:25]4[CH:31]3[CH2:36][CH2:35][CH2:34][CH2:33][O:32]3)=[CH:7][C:6]([CH:2]=[O:1])=[CH:11][N:10]=2)=[CH:18][CH:17]=1. Reactant: [O:1]1CCO[CH:2]1[C:6]1[CH:7]=[C:8]([C:21]2[N:29]=[C:28]([CH3:30])[N:27]=[C:26]3[C:22]=2[N:23]=[CH:24][N:25]3[CH:31]2[CH2:36][CH2:35][CH2:34][CH2:33][O:32]2)[C:9]([NH:12][C:13]2[CH:14]=[N:15][C:16]([O:19][CH3:20])=[CH:17][CH:18]=2)=[N:10][CH:11]=1.Cl. The catalyst class is: 7. (7) Reactant: [F:1][C:2]([F:11])([F:10])[C:3]1[N:8]=[CH:7][N:6]=[C:5](O)[CH:4]=1.P(Cl)(Cl)([Cl:14])=O.N1C2C(=CC=CC=2)C=CC=1. Product: [Cl:14][C:5]1[CH:4]=[C:3]([C:2]([F:11])([F:10])[F:1])[N:8]=[CH:7][N:6]=1. The catalyst class is: 93. (8) Reactant: CC(C)([O-])C.[K+].[OH:7][CH2:8][C:9]1([C:13]#[N:14])[CH2:12][O:11][CH2:10]1.F[C:16]1[CH:23]=[CH:22][C:21]([C:24]2[N:29]=[C:28]([NH:30][C:31]3[CH:36]=[CH:35][C:34]([N:37]4[CH2:42][CH2:41][N:40]([CH:43]5[CH2:46][O:45][CH2:44]5)[CH2:39][CH2:38]4)=[CH:33][CH:32]=3)[N:27]=[CH:26][N:25]=2)=[CH:20][C:17]=1[C:18]#[N:19]. The catalyst class is: 7. Product: [C:18]([C:17]1[CH:20]=[C:21]([C:24]2[N:29]=[C:28]([NH:30][C:31]3[CH:32]=[CH:33][C:34]([N:37]4[CH2:42][CH2:41][N:40]([CH:43]5[CH2:44][O:45][CH2:46]5)[CH2:39][CH2:38]4)=[CH:35][CH:36]=3)[N:27]=[CH:26][N:25]=2)[CH:22]=[CH:23][C:16]=1[O:7][CH2:8][C:9]1([C:13]#[N:14])[CH2:12][O:11][CH2:10]1)#[N:19]. (9) Reactant: CC1C(C2N3C4C=CN(COCC[Si](C)(C)C)C=4N=CC3=[N:9]C=2)CC(N)C1.Cl[S:29]([NH:32][C:33](=[O:38])[O:34][CH2:35][CH2:36]Cl)(=[O:31])=[O:30].CO. Product: [O:38]=[C:33]1[N:32]([S:29]([NH2:9])(=[O:31])=[O:30])[CH2:36][CH2:35][O:34]1. The catalyst class is: 2.